From a dataset of CYP2C19 inhibition data for predicting drug metabolism from PubChem BioAssay. Regression/Classification. Given a drug SMILES string, predict its absorption, distribution, metabolism, or excretion properties. Task type varies by dataset: regression for continuous measurements (e.g., permeability, clearance, half-life) or binary classification for categorical outcomes (e.g., BBB penetration, CYP inhibition). Dataset: cyp2c19_veith. (1) The molecule is CN(C)c1ccc(-c2nc(N3CCNCC3)c3ccccc3n2)cc1. The result is 1 (inhibitor). (2) The drug is O=C(c1c(O)c2ccc(Cl)cc2[nH]c1=O)C1CC1. The result is 0 (non-inhibitor). (3) The compound is COc1ccc(-c2coc3cc4oc(=O)cc(C)c4cc23)cc1F. The result is 1 (inhibitor). (4) The molecule is O=C(Nc1ccc(C(F)(F)F)cc1)c1cccn(Cc2ccc3c(c2)OC(F)(F)O3)c1=O. The result is 1 (inhibitor). (5) The drug is Cn1c(C(=O)O)c(CC(=O)NCc2cccnc2)c2ccccc21. The result is 0 (non-inhibitor). (6) The molecule is CN(CCC#N)CC(=O)Nc1ccc(NC(=O)CN(C)CCC#N)cc1. The result is 0 (non-inhibitor).